Dataset: NCI-60 drug combinations with 297,098 pairs across 59 cell lines. Task: Regression. Given two drug SMILES strings and cell line genomic features, predict the synergy score measuring deviation from expected non-interaction effect. (1) Drug 1: C#CCC(CC1=CN=C2C(=N1)C(=NC(=N2)N)N)C3=CC=C(C=C3)C(=O)NC(CCC(=O)O)C(=O)O. Drug 2: C1CN(P(=O)(OC1)NCCCl)CCCl. Cell line: SK-OV-3. Synergy scores: CSS=-7.24, Synergy_ZIP=6.81, Synergy_Bliss=7.34, Synergy_Loewe=-9.67, Synergy_HSA=-7.33. (2) Drug 1: CC1=C(C(=CC=C1)Cl)NC(=O)C2=CN=C(S2)NC3=CC(=NC(=N3)C)N4CCN(CC4)CCO. Drug 2: CC1CCCC2(C(O2)CC(NC(=O)CC(C(C(=O)C(C1O)C)(C)C)O)C(=CC3=CSC(=N3)C)C)C. Cell line: NCI-H522. Synergy scores: CSS=46.8, Synergy_ZIP=0.0414, Synergy_Bliss=-2.72, Synergy_Loewe=-11.1, Synergy_HSA=-1.17. (3) Drug 1: CC1C(C(CC(O1)OC2CC(OC(C2O)C)OC3=CC4=CC5=C(C(=O)C(C(C5)C(C(=O)C(C(C)O)O)OC)OC6CC(C(C(O6)C)O)OC7CC(C(C(O7)C)O)OC8CC(C(C(O8)C)O)(C)O)C(=C4C(=C3C)O)O)O)O. Drug 2: C1CNP(=O)(OC1)N(CCCl)CCCl. Cell line: ACHN. Synergy scores: CSS=45.5, Synergy_ZIP=0.532, Synergy_Bliss=0.509, Synergy_Loewe=-59.9, Synergy_HSA=-0.775. (4) Drug 1: CCC1=CC2CC(C3=C(CN(C2)C1)C4=CC=CC=C4N3)(C5=C(C=C6C(=C5)C78CCN9C7C(C=CC9)(C(C(C8N6C)(C(=O)OC)O)OC(=O)C)CC)OC)C(=O)OC.C(C(C(=O)O)O)(C(=O)O)O. Drug 2: CC(CN1CC(=O)NC(=O)C1)N2CC(=O)NC(=O)C2. Cell line: MOLT-4. Synergy scores: CSS=86.1, Synergy_ZIP=-2.33, Synergy_Bliss=-1.95, Synergy_Loewe=-1.58, Synergy_HSA=1.11.